From a dataset of Peptide-MHC class II binding affinity with 134,281 pairs from IEDB. Regression. Given a peptide amino acid sequence and an MHC pseudo amino acid sequence, predict their binding affinity value. This is MHC class II binding data. (1) The peptide sequence is SCRDQSEAQLALTII. The MHC is HLA-DQA10303-DQB10402 with pseudo-sequence HLA-DQA10303-DQB10402. The binding affinity (normalized) is 0. (2) The peptide sequence is EITGIMKDLDEPGHL. The MHC is DRB1_0401 with pseudo-sequence DRB1_0401. The binding affinity (normalized) is 0.453. (3) The peptide sequence is EFKYFAATQFEPLAA. The MHC is HLA-DQA10501-DQB10301 with pseudo-sequence HLA-DQA10501-DQB10301. The binding affinity (normalized) is 0.253. (4) The peptide sequence is EWVAMTKGEGGVWTFDSEEP. The MHC is DRB3_0202 with pseudo-sequence DRB3_0202. The binding affinity (normalized) is 0.0480. (5) The binding affinity (normalized) is 0.231. The MHC is DRB1_0301 with pseudo-sequence DRB1_0301. The peptide sequence is EPLQGPFNFRFLTEKGMKNV. (6) The peptide sequence is ALRVIAGALEVHAVK. The MHC is DRB4_0101 with pseudo-sequence DRB4_0103. The binding affinity (normalized) is 0.455. (7) The peptide sequence is ATQARAAAAAFEQAH. The MHC is HLA-DPA10301-DPB10402 with pseudo-sequence HLA-DPA10301-DPB10402. The binding affinity (normalized) is 0.565. (8) The peptide sequence is KKSAHGSPTFWMGSH. The MHC is DRB1_0901 with pseudo-sequence DRB1_0901. The binding affinity (normalized) is 0.750.